This data is from Forward reaction prediction with 1.9M reactions from USPTO patents (1976-2016). The task is: Predict the product of the given reaction. (1) Given the reactants [Cl:1][C:2]1[CH:7]=[CH:6][C:5]([C:8]2[N:12]3[CH:13]=[C:14]([C:17]4[CH:38]=[CH:37][C:20]([C:21]([N:23]5[CH2:28][CH2:27][CH:26]([NH:29]C(=O)OC(C)(C)C)[CH2:25][CH2:24]5)=[O:22])=[CH:19][CH:18]=4)[N:15]=[CH:16][C:11]3=[N:10][CH:9]=2)=[CH:4][CH:3]=1.[C:39]([OH:45])([C:41]([F:44])([F:43])[F:42])=[O:40], predict the reaction product. The product is: [NH2:29][CH:26]1[CH2:25][CH2:24][N:23]([C:21]([C:20]2[CH:19]=[CH:18][C:17]([C:14]3[N:15]=[CH:16][C:11]4[N:12]([C:8]([C:5]5[CH:6]=[CH:7][C:2]([Cl:1])=[CH:3][CH:4]=5)=[CH:9][N:10]=4)[CH:13]=3)=[CH:38][CH:37]=2)=[O:22])[CH2:28][CH2:27]1.[C:39]([OH:45])([C:41]([F:44])([F:43])[F:42])=[O:40]. (2) Given the reactants C([N:4]([C:6](=O)[CH2:7][N:8]1[C:16]2[C:11](=[C:12]([N+:17]([O-:19])=[O:18])[CH:13]=[CH:14][CH:15]=2)[C:10]([Br:20])=[N:9]1)[NH2:5])(=O)C.[P+3]=[S:23].C(=O)([O-])[O-].[Na+].[Na+].C(Cl)Cl.[CH2:33]1[CH2:37]OCC1, predict the reaction product. The product is: [Br:20][C:10]1[C:11]2[C:16](=[CH:15][CH:14]=[CH:13][C:12]=2[N+:17]([O-:19])=[O:18])[N:8]([CH2:7][C:6]2[S:23][C:37]([CH3:33])=[N:5][N:4]=2)[N:9]=1. (3) Given the reactants [N:1]1[CH:6]=[CH:5][C:4]([NH2:7])=[C:3]([NH2:8])[CH:2]=1.N[C:10](N)=[O:11], predict the reaction product. The product is: [NH:7]1[C:4]2[CH:5]=[CH:6][N:1]=[CH:2][C:3]=2[NH:8][C:10]1=[O:11]. (4) Given the reactants [N:1]1([CH2:7][CH2:8][OH:9])[CH2:6][CH2:5][NH:4][CH2:3][CH2:2]1.[CH3:10][O:11][C:12]([C:14]1[CH:15]=[C:16]([CH3:36])[C:17]2[O:23][C:22]3[C:24]([Cl:32])=[CH:25][C:26]([NH:28][CH2:29][CH2:30]Cl)=[CH:27][C:21]=3[CH2:20][S:19](=[O:34])(=[O:33])[C:18]=2[CH:35]=1)=[O:13], predict the reaction product. The product is: [CH3:10][O:11][C:12]([C:14]1[CH:15]=[C:16]([CH3:36])[C:17]2[O:23][C:22]3[C:24]([Cl:32])=[CH:25][C:26]([NH:28][CH2:29][CH2:30][N:4]4[CH2:5][CH2:6][N:1]([CH2:7][CH2:8][OH:9])[CH2:2][CH2:3]4)=[CH:27][C:21]=3[CH2:20][S:19](=[O:33])(=[O:34])[C:18]=2[CH:35]=1)=[O:13]. (5) Given the reactants [Br:1][C:2]1[CH:7]=[CH:6][C:5](I)=[CH:4][C:3]=1[F:9].[CH2:10]([Sn](CCCC)(CCCC)C=C)[CH2:11]CC.CCOCC.O, predict the reaction product. The product is: [Br:1][C:2]1[CH:7]=[CH:6][C:5]([CH:10]=[CH2:11])=[CH:4][C:3]=1[F:9]. (6) Given the reactants [F:1][C:2]1[C:3]([OH:17])=[C:4]2[C:8](=[CH:9][CH:10]=1)[N:7]([CH3:11])[CH:6]=[C:5]2[CH2:12][C:13]([NH:15][CH3:16])=[O:14].Br[CH2:19][C:20]1[CH:25]=[CH:24][CH:23]=[C:22]([Cl:26])[CH:21]=1.C(=O)([O-])[O-].[Cs+].[Cs+], predict the reaction product. The product is: [Cl:26][C:22]1[CH:21]=[C:20]([CH:25]=[CH:24][CH:23]=1)[CH2:19][O:17][C:3]1[C:2]([F:1])=[CH:10][CH:9]=[C:8]2[C:4]=1[C:5]([CH2:12][C:13]([NH:15][CH3:16])=[O:14])=[CH:6][N:7]2[CH3:11]. (7) The product is: [CH2:1]([O:3][C:4]([C:6]1[C:14]2[C:9](=[CH:10][CH:11]=[C:12]([O:15][C:33]3[CH:34]=[CH:35][C:30]([C:29]([F:40])([F:39])[F:28])=[CH:31][CH:32]=3)[CH:13]=2)[N:8]([C:16]2[CH:17]=[CH:18][CH:19]=[CH:20][CH:21]=2)[C:7]=1[CH2:22][C:23]([O:25][CH2:26][CH3:27])=[O:24])=[O:5])[CH3:2]. Given the reactants [CH2:1]([O:3][C:4]([C:6]1[C:14]2[C:9](=[CH:10][CH:11]=[C:12]([OH:15])[CH:13]=2)[N:8]([C:16]2[CH:21]=[CH:20][CH:19]=[CH:18][CH:17]=2)[C:7]=1[CH2:22][C:23]([O:25][CH2:26][CH3:27])=[O:24])=[O:5])[CH3:2].[F:28][C:29]([F:40])([F:39])[C:30]1[CH:35]=[CH:34][C:33](B(O)O)=[CH:32][CH:31]=1, predict the reaction product. (8) Given the reactants CO[C:3](=[O:16])[C:4]1[CH:9]=[CH:8][CH:7]=[C:6]([C:10]2[N:11]=[CH:12][S:13][C:14]=2[CH3:15])[CH:5]=1.[C:17]([O:20][C:21]([CH3:24])([CH3:23])[CH3:22])(=[O:19])[CH3:18].[Li], predict the reaction product. The product is: [C:21]([O:20][C:17](=[O:19])[CH2:18][C:3]([C:4]1[CH:9]=[CH:8][CH:7]=[C:6]([C:10]2[N:11]=[CH:12][S:13][C:14]=2[CH3:15])[CH:5]=1)=[O:16])([CH3:24])([CH3:23])[CH3:22].